From a dataset of Full USPTO retrosynthesis dataset with 1.9M reactions from patents (1976-2016). Predict the reactants needed to synthesize the given product. (1) The reactants are: [Cl:1][C:2]1[CH:7]=[CH:6][N:5]=[C:4]([C:8](O)=[O:9])[CH:3]=1.[NH2:11][C:12]1[N:17]=[C:16]([C:18]([O:20][CH3:21])=[O:19])[CH:15]=[CH:14][CH:13]=1.CN1CCOCC1. Given the product [CH3:21][O:20][C:18]([C:16]1[CH:15]=[CH:14][CH:13]=[C:12]([NH:11][C:8]([C:4]2[CH:3]=[C:2]([Cl:1])[CH:7]=[CH:6][N:5]=2)=[O:9])[N:17]=1)=[O:19], predict the reactants needed to synthesize it. (2) Given the product [F:1][C:2]1[CH:3]=[CH:4][C:5]([O:8][C:9]([CH3:21])([CH3:20])[C:10]([OH:12])=[O:11])=[N:6][CH:7]=1, predict the reactants needed to synthesize it. The reactants are: [F:1][C:2]1[CH:3]=[CH:4][C:5]([O:8][C:9]([CH3:21])([CH3:20])[C:10]([O:12]CC2C=CC=CC=2)=[O:11])=[N:6][CH:7]=1. (3) Given the product [F:16][C:17]1[CH:22]=[CH:21][C:20]([F:23])=[CH:19][C:18]=1[C@H:24]1[CH2:28][CH2:27][CH2:26][N:25]1[C:2]1[CH:7]=[CH:6][N:5]2[N:8]=[CH:9][C:10]([C:11]([O:13][CH2:14][CH3:15])=[O:12])=[C:4]2[N:3]=1, predict the reactants needed to synthesize it. The reactants are: Cl[C:2]1[CH:7]=[CH:6][N:5]2[N:8]=[CH:9][C:10]([C:11]([O:13][CH2:14][CH3:15])=[O:12])=[C:4]2[N:3]=1.[F:16][C:17]1[CH:22]=[CH:21][C:20]([F:23])=[CH:19][C:18]=1[C@H:24]1[CH2:28][CH2:27][CH2:26][NH:25]1.[F-].[K+].